This data is from Full USPTO retrosynthesis dataset with 1.9M reactions from patents (1976-2016). The task is: Predict the reactants needed to synthesize the given product. Given the product [O:2]1[CH:6]=[CH:5][C:4]([C:7]2[N:12]3[CH:13]=[N:14][N:15]=[C:11]3[C:10]([N:16]3[CH2:17][CH2:18][N:19]([CH3:25])[CH2:20][CH2:21]3)=[N:9][CH:8]=2)=[CH:3]1, predict the reactants needed to synthesize it. The reactants are: Cl.[O:2]1[CH:6]=[CH:5][C:4]([C:7]2[N:12]3[CH:13]=[N:14][N:15]=[C:11]3[C:10]([N:16]3[CH2:21][CH2:20][NH:19][CH2:18][CH2:17]3)=[N:9][CH:8]=2)=[CH:3]1.C=O.Cl[CH2:25]Cl.C([BH3-])#N.[Na+].